From a dataset of Reaction yield outcomes from USPTO patents with 853,638 reactions. Predict the reaction yield, written as a fraction of the theoretical maximum amount of product (1.0 means a 100% yield; for example, 0.34 means a 34% yield). (1) The reactants are [F:1][CH:2]([F:31])[C:3]1[N:7]([C:8]2[N:13]=[C:12]([N:14]3[CH2:17][C:16]4([CH2:20][NH:19][CH2:18]4)[CH2:15]3)[N:11]=[C:10]([N:21]3[CH2:26][CH2:25][O:24][CH2:23][CH2:22]3)[N:9]=2)[C:6]2[CH:27]=[CH:28][CH:29]=[CH:30][C:5]=2[N:4]=1.C(N(C(C)C)CC)(C)C.[C:41](O[C:41](=[O:44])[CH:42]=[CH2:43])(=[O:44])[CH:42]=[CH2:43]. The catalyst is C(Cl)Cl. The product is [F:31][CH:2]([F:1])[C:3]1[N:7]([C:8]2[N:9]=[C:10]([N:21]3[CH2:22][CH2:23][O:24][CH2:25][CH2:26]3)[N:11]=[C:12]([N:14]3[CH2:17][C:16]4([CH2:20][N:19]([C:41](=[O:44])[CH:42]=[CH2:43])[CH2:18]4)[CH2:15]3)[N:13]=2)[C:6]2[CH:27]=[CH:28][CH:29]=[CH:30][C:5]=2[N:4]=1. The yield is 0.680. (2) The reactants are [Cl:1][C:2]1[CH:7]=[CH:6][C:5]([CH2:8][C:9]#[N:10])=[CH:4][C:3]=1[OH:11].C([O-])([O-])=O.[K+].[K+].[CH:18]1[CH:23]=[CH:22][C:21]([CH2:24]Br)=[CH:20][CH:19]=1. The catalyst is CC#N. The product is [CH2:24]([O:11][C:3]1[CH:4]=[C:5]([CH2:8][C:9]#[N:10])[CH:6]=[CH:7][C:2]=1[Cl:1])[C:21]1[CH:22]=[CH:23][CH:18]=[CH:19][CH:20]=1. The yield is 0.600. (3) The reactants are [CH:1]([C:4]1[C:8]([CH2:9][CH2:10][CH2:11][CH2:12][OH:13])=[CH:7][N:6]([C:14]2[CH:19]=[CH:18][C:17]([C:20]([F:23])([F:22])[F:21])=[CH:16][N:15]=2)[N:5]=1)([CH3:3])[CH3:2].O[C:25]1[CH:26]=[C:27]([CH2:31][C:32]([O:34]C)=[O:33])[CH:28]=[CH:29][CH:30]=1.C(P(CCCC)CCCC)CCC.N(C(N1CCCCC1)=O)=NC(N1CCCCC1)=O.C(OC(C)C)(C)C.CCCCCC. The catalyst is O1CCCC1. The product is [CH:1]([C:4]1[C:8]([CH2:9][CH2:10][CH2:11][CH2:12][O:13][C:25]2[CH:26]=[C:27]([CH2:31][C:32]([OH:34])=[O:33])[CH:28]=[CH:29][CH:30]=2)=[CH:7][N:6]([C:14]2[CH:19]=[CH:18][C:17]([C:20]([F:22])([F:21])[F:23])=[CH:16][N:15]=2)[N:5]=1)([CH3:3])[CH3:2]. The yield is 0.230. (4) The reactants are [F:1][C:2]1[CH:7]=[CH:6][CH:5]=[C:4]([F:8])[C:3]=1[C:9]1[CH:10]=[C:11]2[C:15](=[CH:16][CH:17]=1)[N:14](S(C1C=CC(C)=CC=1)(=O)=O)[CH:13]=[C:12]2[C:28]1[CH:33]=[C:32]([O:34][CH3:35])[N:31]=[C:30]([N:36]2[CH2:41][CH2:40][CH:39]([NH:42][C:43](=[O:49])[O:44][C:45]([CH3:48])([CH3:47])[CH3:46])[CH2:38][CH2:37]2)[N:29]=1.[OH-].[Na+]. The catalyst is O1CCOCC1. The product is [F:8][C:4]1[CH:5]=[CH:6][CH:7]=[C:2]([F:1])[C:3]=1[C:9]1[CH:10]=[C:11]2[C:15](=[CH:16][CH:17]=1)[NH:14][CH:13]=[C:12]2[C:28]1[CH:33]=[C:32]([O:34][CH3:35])[N:31]=[C:30]([N:36]2[CH2:41][CH2:40][CH:39]([NH:42][C:43](=[O:49])[O:44][C:45]([CH3:47])([CH3:46])[CH3:48])[CH2:38][CH2:37]2)[N:29]=1. The yield is 0.540. (5) The reactants are [C:1]([O:5][C:6](=[O:42])[N:7]([C:30]1[CH:35]=[CH:34][C:33]([N:36]2[CH2:41][CH2:40][O:39][CH2:38][CH2:37]2)=[CH:32][CH:31]=1)[C:8]1[C:9]2[N:10]([N:27]=[CH:28][N:29]=2)[C:11]([Sn](CCCC)(CCCC)CCCC)=[CH:12][N:13]=1)([CH3:4])([CH3:3])[CH3:2].Br[C:44]1[CH:45]=[C:46]2[C:51](=[CH:52][CH:53]=1)[C:50](=[O:54])[NH:49][CH2:48][CH2:47]2. The catalyst is CN(C=O)C.C1C=CC([P]([Pd]([P](C2C=CC=CC=2)(C2C=CC=CC=2)C2C=CC=CC=2)([P](C2C=CC=CC=2)(C2C=CC=CC=2)C2C=CC=CC=2)[P](C2C=CC=CC=2)(C2C=CC=CC=2)C2C=CC=CC=2)(C2C=CC=CC=2)C2C=CC=CC=2)=CC=1. The product is [C:1]([O:5][C:6](=[O:42])[N:7]([C:30]1[CH:35]=[CH:34][C:33]([N:36]2[CH2:37][CH2:38][O:39][CH2:40][CH2:41]2)=[CH:32][CH:31]=1)[C:8]1[C:9]2[N:10]([N:27]=[CH:28][N:29]=2)[C:11]([C:44]2[CH:45]=[C:46]3[C:51](=[CH:52][CH:53]=2)[C:50](=[O:54])[NH:49][CH2:48][CH2:47]3)=[CH:12][N:13]=1)([CH3:4])([CH3:3])[CH3:2]. The yield is 0.370. (6) The reactants are [Cl:1][C:2]1[CH:7]=[CH:6][C:5]([N:8]([C@H:12]2[C:21]3[C:16](=[CH:17][CH:18]=[CH:19][CH:20]=3)[N:15]([C:22](=[O:34])[C:23]3[CH:28]=[CH:27][C:26]([O:29][CH2:30][CH:31]4[CH2:33][O:32]4)=[CH:25][CH:24]=3)[C@@H:14]([CH3:35])[CH2:13]2)[C:9](=[O:11])[CH3:10])=[CH:4][CH:3]=1.NCC(O)COC1C=C[C:44]([C:45]([N:47]2C3[C:44](=CC=CC=3)[C@H:45]([N:47](C3C=CC(Cl)=CC=3)[C:48](=O)[CH3:49])[CH2:49][C@@H:48]2C)=O)=CC=1.C(=O)C.[BH-](OC(C)=O)(OC(C)=O)OC(C)=O.[Na+]. The catalyst is ClCCl. The product is [Cl:1][C:2]1[CH:3]=[CH:4][C:5]([N:8]([C@H:12]2[C:21]3[C:16](=[CH:17][CH:18]=[CH:19][CH:20]=3)[N:15]([C:22](=[O:34])[C:23]3[CH:24]=[CH:25][C:26]([O:29][CH2:30][CH:31]([OH:32])[CH2:33][N:47]([CH2:48][CH3:49])[CH2:45][CH3:44])=[CH:27][CH:28]=3)[C@@H:14]([CH3:35])[CH2:13]2)[C:9](=[O:11])[CH3:10])=[CH:6][CH:7]=1. The yield is 0.380. (7) The reactants are [C:1]([N:4]1[C:13]2[C:8](=[CH:9][C:10]([C:14]([O:16][CH2:17][CH3:18])=[O:15])=[CH:11][CH:12]=2)[C@H:7]([NH:19]C(OCC2C=CC=CC=2)=O)[C@@H:6]([CH3:30])[C@@H:5]1[CH3:31])(=[O:3])[CH3:2]. The catalyst is [Pd].C(O)C. The product is [C:1]([N:4]1[C:13]2[C:8](=[CH:9][C:10]([C:14]([O:16][CH2:17][CH3:18])=[O:15])=[CH:11][CH:12]=2)[C@H:7]([NH2:19])[C@@H:6]([CH3:30])[C@@H:5]1[CH3:31])(=[O:3])[CH3:2]. The yield is 1.00. (8) The reactants are [CH3:1][C:2]1[CH:11]=[C:10]2[C:5]([C:6]([N:19]3[CH2:24][CH2:23][NH:22][CH2:21][CH2:20]3)=[N:7][C:8]([C:12]3[CH:17]=[CH:16][CH:15]=[CH:14][C:13]=3[OH:18])=[N:9]2)=[CH:4][CH:3]=1.C(N(CC)CC)C.[CH:32]1([CH2:37][CH2:38][C:39](Cl)=[O:40])[CH2:36][CH2:35][CH2:34][CH2:33]1. The catalyst is C(Cl)Cl. The product is [CH:32]1([CH2:37][CH2:38][C:39]([N:22]2[CH2:23][CH2:24][N:19]([C:6]3[C:5]4[C:10](=[CH:11][C:2]([CH3:1])=[CH:3][CH:4]=4)[N:9]=[C:8]([C:12]4[CH:17]=[CH:16][CH:15]=[CH:14][C:13]=4[OH:18])[N:7]=3)[CH2:20][CH2:21]2)=[O:40])[CH2:36][CH2:35][CH2:34][CH2:33]1. The yield is 0.860. (9) The reactants are Br[C:2]1[N:3]=[C:4]([C@@H:12]2[CH2:16][CH2:15][CH2:14][N:13]2[C:17]([O:19][CH2:20][C:21]2[CH:26]=[CH:25][CH:24]=[CH:23][CH:22]=2)=[O:18])[N:5]2[CH:10]=[CH:9][N:8]=[C:7]([CH3:11])[C:6]=12.[N:27]1[CH:32]=[CH:31][CH:30]=[CH:29][C:28]=1[NH:33][C:34]([C:36]1[CH:41]=[CH:40][C:39](B(O)O)=[CH:38][CH:37]=1)=[O:35].C(=O)([O-])[O-].[K+].[K+].O. The catalyst is O1CCOCC1.[Pd](Cl)Cl.C1(P(C2C=CC=CC=2)[C-]2C=CC=C2)C=CC=CC=1.[C-]1(P(C2C=CC=CC=2)C2C=CC=CC=2)C=CC=C1.[Fe+2]. The product is [CH3:11][C:7]1[C:6]2[N:5]([C:4]([C@@H:12]3[CH2:16][CH2:15][CH2:14][N:13]3[C:17]([O:19][CH2:20][C:21]3[CH:26]=[CH:25][CH:24]=[CH:23][CH:22]=3)=[O:18])=[N:3][C:2]=2[C:39]2[CH:40]=[CH:41][C:36]([C:34](=[O:35])[NH:33][C:28]3[CH:29]=[CH:30][CH:31]=[CH:32][N:27]=3)=[CH:37][CH:38]=2)[CH:10]=[CH:9][N:8]=1. The yield is 0.870. (10) The yield is 0.750. The product is [C:36]1([NH:35][C:2]2[CH:3]=[CH:4][C:5]3[N:6]([C:15]4[CH:20]=[CH:19][CH:18]=[CH:17][CH:16]=4)[C:7]4[C:12]([C:13]=3[CH:14]=2)=[CH:11][CH:10]=[CH:9][CH:8]=4)[CH:41]=[CH:40][CH:39]=[CH:38][CH:37]=1. The catalyst is C1C=CC(/C=C/C(/C=C/C2C=CC=CC=2)=O)=CC=1.C1C=CC(/C=C/C(/C=C/C2C=CC=CC=2)=O)=CC=1.[Pd].[CH-]1C(P(C2C=CC=CC=2)C2C=CC=CC=2)=CC=C1.[CH-]1C(P(C2C=CC=CC=2)C2C=CC=CC=2)=CC=C1.[Fe+2].C1(C)C=CC=CC=1. The reactants are Br[C:2]1[CH:3]=[CH:4][C:5]2[N:6]([C:15]3[CH:20]=[CH:19][CH:18]=[CH:17][CH:16]=3)[C:7]3[C:12]([C:13]=2[CH:14]=1)=[CH:11][CH:10]=[CH:9][CH:8]=3.CC(C)([O-])C.[Na+].C1(C)C(C)=CC=CC=1.[NH2:35][C:36]1[CH:41]=[CH:40][CH:39]=[CH:38][CH:37]=1.